From a dataset of Catalyst prediction with 721,799 reactions and 888 catalyst types from USPTO. Predict which catalyst facilitates the given reaction. (1) Reactant: [CH3:1][O:2][C:3]([CH:5]1[CH2:9][CH:8]([NH:10][C:11](=[O:16])[C:12]([F:15])([F:14])[F:13])[CH2:7][N:6]1[C:17]([O:19][C:20]([CH3:23])([CH3:22])[CH3:21])=[O:18])=[O:4].[C:24](=O)([O-])[O-].[K+].[K+].CI. Product: [CH3:1][O:2][C:3]([CH:5]1[CH2:9][CH:8]([N:10]([CH3:24])[C:11](=[O:16])[C:12]([F:15])([F:13])[F:14])[CH2:7][N:6]1[C:17]([O:19][C:20]([CH3:23])([CH3:22])[CH3:21])=[O:18])=[O:4]. The catalyst class is: 3. (2) Reactant: [Br:1][C:2]1[CH:7]=[CH:6][C:5]([S:8]([C:11]([F:14])([F:13])[F:12])(=[O:10])=[O:9])=[C:4](F)[CH:3]=1.C(N(C(C)C)CC)(C)C.[CH2:25]([NH2:32])[C:26]1[CH:31]=[CH:30][CH:29]=[CH:28][CH:27]=1.O. Product: [CH2:25]([NH:32][C:4]1[CH:3]=[C:2]([Br:1])[CH:7]=[CH:6][C:5]=1[S:8]([C:11]([F:14])([F:13])[F:12])(=[O:10])=[O:9])[C:26]1[CH:31]=[CH:30][CH:29]=[CH:28][CH:27]=1. The catalyst class is: 37. (3) Reactant: [OH:1][C:2]1[CH:3]=[C:4]2[C:8](=[CH:9][CH:10]=1)[C:7](=[O:11])[CH2:6][CH2:5]2.[H-].[Na+].[Cl-].[C:15]1([I+][C:15]2[CH:20]=[CH:19][CH:18]=[CH:17][CH:16]=2)[CH:20]=[CH:19][CH:18]=[CH:17][CH:16]=1. Product: [O:1]([C:2]1[CH:3]=[C:4]2[C:8](=[CH:9][CH:10]=1)[C:7](=[O:11])[CH2:6][CH2:5]2)[C:15]1[CH:20]=[CH:19][CH:18]=[CH:17][CH:16]=1. The catalyst class is: 42. (4) Reactant: Cl[C:2]1[C:11]2[C:6](=[CH:7][CH:8]=[C:9]([O:12][CH3:13])[CH:10]=2)[N:5]=[C:4]([C:14]([O:16][CH2:17][CH3:18])=[O:15])[N:3]=1.[C:19]([O:23][C:24]([NH:26][C@H:27]1[CH2:32][CH2:31][CH2:30][CH2:29][C@H:28]1[NH2:33])=[O:25])([CH3:22])([CH3:21])[CH3:20].C(N(CC)CC)C. Product: [C:19]([O:23][C:24]([NH:26][C@@H:27]1[CH2:32][CH2:31][CH2:30][CH2:29][C@@H:28]1[NH:33][C:2]1[C:11]2[C:6](=[CH:7][CH:8]=[C:9]([O:12][CH3:13])[CH:10]=2)[N:5]=[C:4]([C:14]([O:16][CH2:17][CH3:18])=[O:15])[N:3]=1)=[O:25])([CH3:22])([CH3:20])[CH3:21]. The catalyst class is: 11. (5) Reactant: [C:1]([C:3]1([C:6]2[CH:7]=[C:8]([CH:36]=[CH:37][CH:38]=2)[C:9]([NH:11][C:12]2[CH:17]=[CH:16][CH:15]=[C:14]([O:18][C:19]3[CH:20]=[N:21][C:22]([NH:25][S:26]([C:29]4[CH:34]=[CH:33][C:32]([CH3:35])=[CH:31][CH:30]=4)(=[O:28])=[O:27])=[CH:23][CH:24]=3)[CH:13]=2)=[O:10])[CH2:5][CH2:4]1)#[N:2].C(N(C(C)C)C(C)C)C.I[CH2:49][C:50]([NH2:52])=[O:51]. Product: [NH2:52][C:50](=[O:51])[CH2:49][N:21]1[C:22](=[N:25][S:26]([C:29]2[CH:30]=[CH:31][C:32]([CH3:35])=[CH:33][CH:34]=2)(=[O:27])=[O:28])[CH:23]=[CH:24][C:19]([O:18][C:14]2[CH:13]=[C:12]([NH:11][C:9](=[O:10])[C:8]3[CH:36]=[CH:37][CH:38]=[C:6]([C:3]4([C:1]#[N:2])[CH2:5][CH2:4]4)[CH:7]=3)[CH:17]=[CH:16][CH:15]=2)=[CH:20]1. The catalyst class is: 9. (6) Reactant: [Br:1][C:2]1[CH:3]=[C:4]([C:24]#[N:25])[C:5](F)=[C:6]([C:8]([CH:10]2[CH2:15][CH2:14][N:13]([C:16]([O:18][C:19]([CH3:22])([CH3:21])[CH3:20])=[O:17])[CH2:12][CH2:11]2)=O)[CH:7]=1.O.[NH2:27][NH2:28]. Product: [Br:1][C:2]1[CH:7]=[C:6]2[C:5](=[C:4]([C:24]#[N:25])[CH:3]=1)[NH:28][N:27]=[C:8]2[CH:10]1[CH2:15][CH2:14][N:13]([C:16]([O:18][C:19]([CH3:22])([CH3:21])[CH3:20])=[O:17])[CH2:12][CH2:11]1. The catalyst class is: 8. (7) Reactant: [C:1]([C:3](=[C:9]([S:12][CH3:13])SC)[C:4]([O:6][CH2:7][CH3:8])=[O:5])#[N:2].[CH3:14][O:15][C:16]1[CH:21]=[CH:20][C:19]([CH2:22][NH2:23])=[CH:18][CH:17]=1. Product: [C:1](/[C:3](=[C:9](/[NH:23][CH2:22][C:19]1[CH:20]=[CH:21][C:16]([O:15][CH3:14])=[CH:17][CH:18]=1)\[S:12][CH3:13])/[C:4]([O:6][CH2:7][CH3:8])=[O:5])#[N:2]. The catalyst class is: 8.